Task: Predict which catalyst facilitates the given reaction.. Dataset: Catalyst prediction with 721,799 reactions and 888 catalyst types from USPTO Reactant: [NH2:1][C:2]1([C:5]2[C:6](=[O:16])[NH:7][C:8]3[C:13]([CH:14]=2)=[CH:12][C:11]([Cl:15])=[CH:10][CH:9]=3)[CH2:4][CH2:3]1.F[C:18]1[CH:25]=[CH:24][C:21]([C:22]#[N:23])=[C:20]([CH3:26])[N:19]=1.CCN(C(C)C)C(C)C. Product: [Cl:15][C:11]1[CH:12]=[C:13]2[C:8](=[CH:9][CH:10]=1)[NH:7][C:6](=[O:16])[C:5]([C:2]1([NH:1][C:18]3[CH:25]=[CH:24][C:21]([C:22]#[N:23])=[C:20]([CH3:26])[N:19]=3)[CH2:4][CH2:3]1)=[CH:14]2. The catalyst class is: 16.